Task: Regression. Given a peptide amino acid sequence and an MHC pseudo amino acid sequence, predict their binding affinity value. This is MHC class II binding data.. Dataset: Peptide-MHC class II binding affinity with 134,281 pairs from IEDB (1) The peptide sequence is FVNQHLCGSHLVEAL. The MHC is DRB1_1501 with pseudo-sequence DRB1_1501. The binding affinity (normalized) is 0.276. (2) The peptide sequence is YDKDLANVSTVLTGK. The MHC is DRB1_1302 with pseudo-sequence DRB1_1302. The binding affinity (normalized) is 0.550. (3) The peptide sequence is KTAVQMAVFIHNFKR. The MHC is DRB1_0101 with pseudo-sequence DRB1_0101. The binding affinity (normalized) is 0.530. (4) The peptide sequence is GMTGCGNTPIFKSGR. The MHC is HLA-DQA10101-DQB10501 with pseudo-sequence HLA-DQA10101-DQB10501. The binding affinity (normalized) is 0. (5) The peptide sequence is EKKYFAATQFETLAA. The MHC is HLA-DQA10401-DQB10402 with pseudo-sequence HLA-DQA10401-DQB10402. The binding affinity (normalized) is 0.451. (6) The peptide sequence is TPKSDEFNPCEDIMGYKFLR. The MHC is DRB1_0701 with pseudo-sequence DRB1_0701. The binding affinity (normalized) is 0. (7) The peptide sequence is DVKFPKGGQIVGGVY. The MHC is HLA-DQA10501-DQB10301 with pseudo-sequence HLA-DQA10501-DQB10301. The binding affinity (normalized) is 0.676.